Dataset: Reaction yield outcomes from USPTO patents with 853,638 reactions. Task: Predict the reaction yield, written as a fraction of the theoretical maximum amount of product (1.0 means a 100% yield; for example, 0.34 means a 34% yield). (1) The reactants are O=S(Cl)Cl.Cl.[NH2:6][C@H:7]([C:9]([OH:11])=[O:10])[CH3:8].[CH:12](O)([CH3:14])[CH3:13]. No catalyst specified. The product is [NH2:6][C@@H:7]([CH3:8])[C:9]([O:11][CH:12]([CH3:14])[CH3:13])=[O:10]. The yield is 0.870. (2) The reactants are [OH:1][CH:2]1[CH2:9][N:8](C(OCC2C=CC=CC=2)=O)[CH2:7][CH:6]2[CH:4]([CH2:5]2)[CH2:3]1. The catalyst is CO.[Pd]. The product is [CH:4]12[CH2:5][CH:6]1[CH2:7][NH:8][CH2:9][CH:2]([OH:1])[CH2:3]2. The yield is 0.691. (3) The reactants are [C:1]([NH2:9])(=[O:8])[C:2]1[CH:7]=[CH:6][CH:5]=[CH:4][CH:3]=1.C(Cl)(=O)[C:11](Cl)=[O:12].[C:16]1([C:22]2([C:32]3[CH:37]=[CH:36][CH:35]=[CH:34][CH:33]=3)[CH:26]3[CH2:27][NH:28][CH2:29][CH2:30][N:25]3[C:24](=[O:31])[O:23]2)[CH:21]=[CH:20][CH:19]=[CH:18][CH:17]=1. The catalyst is ClCCCl. The product is [C:1]([NH:9][C:11]([N:28]1[CH2:29][CH2:30][N:25]2[C:24](=[O:31])[O:23][C:22]([C:16]3[CH:21]=[CH:20][CH:19]=[CH:18][CH:17]=3)([C:32]3[CH:33]=[CH:34][CH:35]=[CH:36][CH:37]=3)[CH:26]2[CH2:27]1)=[O:12])(=[O:8])[C:2]1[CH:7]=[CH:6][CH:5]=[CH:4][CH:3]=1. The yield is 0.230.